This data is from Peptide-MHC class I binding affinity with 185,985 pairs from IEDB/IMGT. The task is: Regression. Given a peptide amino acid sequence and an MHC pseudo amino acid sequence, predict their binding affinity value. This is MHC class I binding data. The peptide sequence is ILYNEYNFV. The MHC is HLA-A02:50 with pseudo-sequence HLA-A02:50. The binding affinity (normalized) is 1.00.